From a dataset of Full USPTO retrosynthesis dataset with 1.9M reactions from patents (1976-2016). Predict the reactants needed to synthesize the given product. (1) Given the product [O:17]=[C:11]1[C:10]2[CH2:18][CH2:19][CH2:20][CH2:21][C:9]=2[C:8]2[C:13](=[N:14][CH:15]=[CH:16][C:7]=2[O:6][C:5]2[CH:22]=[CH:23][C:2]([NH:1][C:37]([C:33]3[C:32](=[O:40])[N:31]([C:28]4[CH:27]=[CH:26][C:25]([F:24])=[CH:30][CH:29]=4)[CH:36]=[CH:35][CH:34]=3)=[O:38])=[CH:3][CH:4]=2)[NH:12]1, predict the reactants needed to synthesize it. The reactants are: [NH2:1][C:2]1[CH:23]=[CH:22][C:5]([O:6][C:7]2[CH:16]=[CH:15][N:14]=[C:13]3[C:8]=2[C:9]2[CH2:21][CH2:20][CH2:19][CH2:18][C:10]=2[C:11](=[O:17])[NH:12]3)=[CH:4][CH:3]=1.[F:24][C:25]1[CH:30]=[CH:29][C:28]([N:31]2[CH:36]=[CH:35][CH:34]=[C:33]([C:37](O)=[O:38])[C:32]2=[O:40])=[CH:27][CH:26]=1.CCN(C(C)C)C(C)C.C1N(P(Cl)(N2C(=O)OCC2)=O)C(=O)OC1. (2) Given the product [CH3:18][O:17][CH2:16][CH2:15][N:6]1[C:7]([C:9]([O:11][CH2:12][CH3:13])=[O:10])=[CH:8][C:4]([CH3:3])=[N:5]1, predict the reactants needed to synthesize it. The reactants are: [H-].[Na+].[CH3:3][C:4]1[CH:8]=[C:7]([C:9]([O:11][CH2:12][CH3:13])=[O:10])[NH:6][N:5]=1.Br[CH2:15][CH2:16][O:17][CH3:18]. (3) Given the product [Br:16][C:17]1[CH:22]=[CH:21][N:20]=[C:19]([NH:1][CH2:2][CH:3]([OH:15])[CH2:4][N:5]2[CH2:14][CH2:13][C:12]3[C:7](=[CH:8][CH:9]=[CH:10][CH:11]=3)[CH2:6]2)[CH:18]=1, predict the reactants needed to synthesize it. The reactants are: [NH2:1][CH2:2][CH:3]([OH:15])[CH2:4][N:5]1[CH2:14][CH2:13][C:12]2[C:7](=[CH:8][CH:9]=[CH:10][CH:11]=2)[CH2:6]1.[Br:16][C:17]1[CH:22]=[CH:21][N:20]=[C:19](F)[CH:18]=1.CCN(C(C)C)C(C)C. (4) The reactants are: [CH:1]1([C:7]2[CH:21]=[CH:20][C:10]([O:11][C:12]3[CH:13]=[C:14]([CH:17]=[CH:18][CH:19]=3)[C:15]#[N:16])=[CH:9][CH:8]=2)[CH2:6][CH2:5][CH2:4][CH2:3][CH2:2]1.[H-].[H-].[H-].[H-].[Li+].[Al+3].[NH4+].[Cl-]. Given the product [CH:1]1([C:7]2[CH:21]=[CH:20][C:10]([O:11][C:12]3[CH:13]=[C:14]([CH:17]=[CH:18][CH:19]=3)[CH2:15][NH2:16])=[CH:9][CH:8]=2)[CH2:2][CH2:3][CH2:4][CH2:5][CH2:6]1, predict the reactants needed to synthesize it.